Dataset: Reaction yield outcomes from USPTO patents with 853,638 reactions. Task: Predict the reaction yield, written as a fraction of the theoretical maximum amount of product (1.0 means a 100% yield; for example, 0.34 means a 34% yield). (1) The reactants are [Li+].[OH-].[Br:3][C:4]1[CH:32]=[CH:31][C:7]2[N:8]([C:18]([C:20]3[CH:21]=[CH:22][C:23]4[O:28][CH2:27][C:26](=[O:29])[NH:25][C:24]=4[CH:30]=3)=[O:19])[CH:9]([CH2:12][C:13]([O:15]CC)=[O:14])[CH2:10][O:11][C:6]=2[CH:5]=1.CCOC(C)=O.Cl. The catalyst is O.C1COCC1. The product is [Br:3][C:4]1[CH:32]=[CH:31][C:7]2[N:8]([C:18]([C:20]3[CH:21]=[CH:22][C:23]4[O:28][CH2:27][C:26](=[O:29])[NH:25][C:24]=4[CH:30]=3)=[O:19])[CH:9]([CH2:12][C:13]([OH:15])=[O:14])[CH2:10][O:11][C:6]=2[CH:5]=1. The yield is 1.08. (2) The reactants are [Li]C(CC)C.CN(CCN(C)C)C.[CH3:14][O:15][C:16]1[CH:26]=[CH:25][C:19]2[C:20]([CH3:24])([CH3:23])[CH2:21][O:22][C:18]=2[CH:17]=1.[Li].[B:28](OC)([O:31]C)[O:29]C. The catalyst is C1COCC1. The product is [CH3:14][O:15][C:16]1[CH:26]=[CH:25][C:19]2[C:20]([CH3:24])([CH3:23])[CH2:21][O:22][C:18]=2[C:17]=1[B:28]([OH:31])[OH:29]. The yield is 0.530. (3) The reactants are [Cl:1][C:2]1[C:3]([NH:12][C@H:13]2[CH2:18][CH2:17][CH2:16][N:15]([CH:19]3[CH2:24][CH2:23][N:22](C(OC(C)(C)C)=O)[CH2:21][CH2:20]3)[C:14]2=[O:32])=[N:4][CH:5]=[C:6]([C:8]([F:11])([F:10])[F:9])[CH:7]=1.C(Cl)Cl.Cl. The catalyst is CO. The product is [ClH:1].[Cl:1][C:2]1[C:3]([NH:12][C@H:13]2[CH2:18][CH2:17][CH2:16][N:15]([CH:19]3[CH2:20][CH2:21][NH:22][CH2:23][CH2:24]3)[C:14]2=[O:32])=[N:4][CH:5]=[C:6]([C:8]([F:11])([F:10])[F:9])[CH:7]=1. The yield is 0.910.